From a dataset of Catalyst prediction with 721,799 reactions and 888 catalyst types from USPTO. Predict which catalyst facilitates the given reaction. (1) Reactant: [C:1]1([CH3:14])[CH:6]=[C:5]([CH3:7])[CH:4]=[C:3]([CH3:8])[C:2]=1[CH2:9][CH2:10][C:11]([OH:13])=O.C([N:18](C(C)C)CC)(C)C.N[N:25]([CH:33]=[NH:34])[C:26](=[O:32])[O:27][C:28]([CH3:31])([CH3:30])[CH3:29].O.ON1C2C=CC=CC=2N=N1.F[P-](F)(F)(F)(F)F.N1(OC(N(C)C)=[N+](C)C)C2C=CC=CC=2N=N1. Product: [NH:18]=[C:33]([NH:25][C:26](=[O:32])[O:27][C:28]([CH3:31])([CH3:30])[CH3:29])[NH:34][C:11](=[O:13])[CH2:10][CH2:9][C:2]1[C:1]([CH3:14])=[CH:6][C:5]([CH3:7])=[CH:4][C:3]=1[CH3:8]. The catalyst class is: 42. (2) Reactant: [NH2:1][C:2]1[C:3]([C:27]([F:30])([F:29])[F:28])=[C:4]2[C:10]([C@@H:11]3[CH2:16][CH2:15][N:14]([C:17]([O:19][C:20]([CH3:23])([CH3:22])[CH3:21])=[O:18])[C:13]([CH3:25])([CH3:24])[CH2:12]3)=[CH:9][N:8]([CH3:26])[C:5]2=[N:6][CH:7]=1.[C:31]([C:33]1[CH:34]=[C:35]([CH:39]=[CH:40][CH:41]=1)[C:36](O)=[O:37])#[N:32].[I-].ClCC1C=CC=C[NH+]=1.CCN(C(C)C)C(C)C. Product: [C:31]([C:33]1[CH:34]=[C:35]([CH:39]=[CH:40][CH:41]=1)[C:36]([NH:1][C:2]1[C:3]([C:27]([F:29])([F:28])[F:30])=[C:4]2[C:10]([C@@H:11]3[CH2:16][CH2:15][N:14]([C:17]([O:19][C:20]([CH3:21])([CH3:22])[CH3:23])=[O:18])[C:13]([CH3:24])([CH3:25])[CH2:12]3)=[CH:9][N:8]([CH3:26])[C:5]2=[N:6][CH:7]=1)=[O:37])#[N:32]. The catalyst class is: 20. (3) Reactant: [CH2:1]([NH:3][C:4]1[CH:9]=[C:8]([O:10][CH3:11])[CH:7]=[CH:6][C:5]=1[CH:12]1[CH2:21][CH2:20][C:19]2[C:14](=[CH:15][CH:16]=[C:17]([O:22][CH3:23])[CH:18]=2)[CH2:13]1)[CH3:2].C(N(CC)C(C)C)(C)C.[C:33](Cl)(=[O:40])[C:34]1[CH:39]=[CH:38][CH:37]=[CH:36][CH:35]=1.C(=O)(O)[O-].[Na+]. Product: [CH2:1]([N:3]([C:4]1[CH:9]=[C:8]([O:10][CH3:11])[CH:7]=[CH:6][C:5]=1[CH:12]1[CH2:21][CH2:20][C:19]2[C:14](=[CH:15][CH:16]=[C:17]([O:22][CH3:23])[CH:18]=2)[CH2:13]1)[C:33](=[O:40])[C:34]1[CH:39]=[CH:38][CH:37]=[CH:36][CH:35]=1)[CH3:2]. The catalyst class is: 12. (4) The catalyst class is: 90. Product: [Br:9][C:10]1[CH:46]=[C:45]([CH3:47])[C:13]([O:14][C:15]2[C:20]3[NH:26][CH:25]=[CH:24][C:19]=3[N:18]=[C:17]([N:29]([C:37]3[CH:42]=[CH:41][C:40]([C:43]#[N:44])=[CH:39][CH:38]=3)[C:30](=[O:36])[O:31][C:32]([CH3:34])([CH3:33])[CH3:35])[N:16]=2)=[C:12]([CH3:48])[CH:11]=1. Reactant: [O-]S(S([O-])=O)=O.[Na+].[Na+].[Br:9][C:10]1[CH:46]=[C:45]([CH3:47])[C:13]([O:14][C:15]2[C:20]([N+]([O-])=O)=[C:19](/[CH:24]=[CH:25]/[N:26](C)C)[N:18]=[C:17]([N:29]([C:37]3[CH:42]=[CH:41][C:40]([C:43]#[N:44])=[CH:39][CH:38]=3)[C:30](=[O:36])[O:31][C:32]([CH3:35])([CH3:34])[CH3:33])[N:16]=2)=[C:12]([CH3:48])[CH:11]=1. (5) Reactant: [CH3:1][C:2]1[CH:7]=[C:6]([S:8][CH2:9][CH2:10][CH:11]([C:16]2[S:17][C:18]3[CH:24]=[CH:23][C:22]([C:25]([F:28])([F:27])[F:26])=[CH:21][C:19]=3[CH:20]=2)[CH2:12][CH2:13][CH2:14][CH3:15])[CH:5]=[CH:4][C:3]=1[O:29][CH2:30][C:31]([O:33]CC)=[O:32].[OH-].[Na+]. Product: [CH3:1][C:2]1[CH:7]=[C:6]([S:8][CH2:9][CH2:10][CH:11]([C:16]2[S:17][C:18]3[CH:24]=[CH:23][C:22]([C:25]([F:27])([F:28])[F:26])=[CH:21][C:19]=3[CH:20]=2)[CH2:12][CH2:13][CH2:14][CH3:15])[CH:5]=[CH:4][C:3]=1[O:29][CH2:30][C:31]([OH:33])=[O:32]. The catalyst class is: 5. (6) Reactant: C[O:2][C:3](=[O:29])[C:4]1[CH:9]=[CH:8][C:7]([C:10]2[C:15]([C:16]#[C:17][C:18]3[CH:19]=[N:20][C:21]([NH:24][CH3:25])=[CH:22][CH:23]=3)=[C:14]([CH3:26])[N:13]=[C:12]([NH2:27])[N:11]=2)=[CH:6][C:5]=1[Cl:28]. Product: [NH2:27][C:12]1[N:11]=[C:10]([C:7]2[CH:8]=[CH:9][C:4]([C:3]([OH:29])=[O:2])=[C:5]([Cl:28])[CH:6]=2)[C:15]([C:16]#[C:17][C:18]2[CH:19]=[N:20][C:21]([NH:24][CH3:25])=[CH:22][CH:23]=2)=[C:14]([CH3:26])[N:13]=1. The catalyst class is: 1. (7) Reactant: Cl[C:2]1[N:7]=[C:6]([NH:8][C:9]2[CH:14]=[CH:13][C:12]([CH2:15][S:16]([NH:19][CH2:20][C:21]#[CH:22])(=[O:18])=[O:17])=[CH:11][CH:10]=2)[C:5]([F:23])=[CH:4][N:3]=1.[NH2:24][C:25]1[CH:26]=[C:27]([S:31]([NH2:34])(=[O:33])=[O:32])[CH:28]=[CH:29][CH:30]=1.FC(F)(F)C(O)=O.CC(O)C. Product: [NH2:34][S:31]([C:27]1[CH:26]=[C:25]([NH:24][C:2]2[N:7]=[C:6]([NH:8][C:9]3[CH:14]=[CH:13][C:12]([CH2:15][S:16]([NH:19][CH2:20][C:21]#[CH:22])(=[O:18])=[O:17])=[CH:11][CH:10]=3)[C:5]([F:23])=[CH:4][N:3]=2)[CH:30]=[CH:29][CH:28]=1)(=[O:32])=[O:33]. The catalyst class is: 33. (8) Reactant: [CH3:1][O:2][C:3]1[CH:4]=[CH:5][C:6]2[C:10]([O:11][C:12]3[CH:13]=[CH:14][C:15]([C:18](OC)=[O:19])=[N:16][CH:17]=3)=[C:9]([C:22]3[CH:27]=[CH:26][C:25]([O:28][CH3:29])=[CH:24][CH:23]=3)[S:8](=O)[C:7]=2[CH:31]=1.[H-].[H-].[H-].[H-].[Li+].[Al+3]. Product: [CH3:1][O:2][C:3]1[CH:4]=[CH:5][C:6]2[C:10]([O:11][C:12]3[CH:13]=[CH:14][C:15]([CH2:18][OH:19])=[N:16][CH:17]=3)=[C:9]([C:22]3[CH:27]=[CH:26][C:25]([O:28][CH3:29])=[CH:24][CH:23]=3)[S:8][C:7]=2[CH:31]=1. The catalyst class is: 1.